From a dataset of NCI-60 drug combinations with 297,098 pairs across 59 cell lines. Regression. Given two drug SMILES strings and cell line genomic features, predict the synergy score measuring deviation from expected non-interaction effect. (1) Drug 1: CS(=O)(=O)CCNCC1=CC=C(O1)C2=CC3=C(C=C2)N=CN=C3NC4=CC(=C(C=C4)OCC5=CC(=CC=C5)F)Cl. Drug 2: C1C(C(OC1N2C=NC3=C2NC=NCC3O)CO)O. Cell line: SNB-75. Synergy scores: CSS=8.61, Synergy_ZIP=-1.82, Synergy_Bliss=-0.380, Synergy_Loewe=5.29, Synergy_HSA=1.08. (2) Drug 1: CC1=C(C=C(C=C1)NC2=NC=CC(=N2)N(C)C3=CC4=NN(C(=C4C=C3)C)C)S(=O)(=O)N.Cl. Drug 2: CS(=O)(=O)OCCCCOS(=O)(=O)C. Cell line: NCI-H522. Synergy scores: CSS=3.82, Synergy_ZIP=-1.85, Synergy_Bliss=-0.467, Synergy_Loewe=-2.12, Synergy_HSA=-1.00. (3) Drug 1: CCC1(CC2CC(C3=C(CCN(C2)C1)C4=CC=CC=C4N3)(C5=C(C=C6C(=C5)C78CCN9C7C(C=CC9)(C(C(C8N6C=O)(C(=O)OC)O)OC(=O)C)CC)OC)C(=O)OC)O.OS(=O)(=O)O. Drug 2: CC12CCC3C(C1CCC2O)C(CC4=C3C=CC(=C4)O)CCCCCCCCCS(=O)CCCC(C(F)(F)F)(F)F. Cell line: MOLT-4. Synergy scores: CSS=69.2, Synergy_ZIP=2.06, Synergy_Bliss=1.40, Synergy_Loewe=-40.4, Synergy_HSA=-2.36.